Predict the reaction yield, written as a fraction of the theoretical maximum amount of product (1.0 means a 100% yield; for example, 0.34 means a 34% yield). From a dataset of Reaction yield outcomes from USPTO patents with 853,638 reactions. The reactants are Br[C:2]1[CH:3]=[C:4]([O:8][C:9]2[CH:10]=[CH:11][C:12]3[N:13]([CH:15]=[C:16]([NH:18][C:19]([CH:21]4[CH2:23][CH2:22]4)=[O:20])[N:17]=3)[N:14]=2)[CH:5]=[N:6][CH:7]=1.[F:24][C:25]([F:36])([F:35])[C:26]1[CH:27]=[C:28]([CH:32]=[CH:33][CH:34]=1)[C:29]([NH2:31])=[O:30].C(=O)([O-])[O-].[K+].[K+]. The catalyst is O1CCOCC1.O1CCCC1.C(OCC)(=O)C.[Cu]I. The product is [CH:21]1([C:19]([NH:18][C:16]2[N:17]=[C:12]3[CH:11]=[CH:10][C:9]([O:8][C:4]4[CH:3]=[C:2]([NH:31][C:29](=[O:30])[C:28]5[CH:32]=[CH:33][CH:34]=[C:26]([C:25]([F:35])([F:36])[F:24])[CH:27]=5)[CH:7]=[N:6][CH:5]=4)=[N:14][N:13]3[CH:15]=2)=[O:20])[CH2:23][CH2:22]1. The yield is 0.420.